From a dataset of Forward reaction prediction with 1.9M reactions from USPTO patents (1976-2016). Predict the product of the given reaction. The product is: [CH:17]1([CH2:23][C:24]([NH:16][C:2]2[CH:3]=[CH:4][C:5]3[O:6][C:7]4[CH2:15][CH2:14][CH2:13][CH2:12][CH2:11][CH2:10][C:8]=4[C:9]=3[CH:1]=2)=[O:25])[CH2:22][CH2:21][CH2:20][CH2:19][CH2:18]1. Given the reactants [CH:1]1[C:9]2[C:8]3[CH2:10][CH2:11][CH2:12][CH2:13][CH2:14][CH2:15][C:7]=3[O:6][C:5]=2[CH:4]=[CH:3][C:2]=1[NH2:16].[CH:17]1([CH2:23][C:24](Cl)=[O:25])[CH2:22][CH2:21][CH2:20][CH2:19][CH2:18]1, predict the reaction product.